From a dataset of NCI-60 drug combinations with 297,098 pairs across 59 cell lines. Regression. Given two drug SMILES strings and cell line genomic features, predict the synergy score measuring deviation from expected non-interaction effect. (1) Drug 1: C1=C(C(=O)NC(=O)N1)F. Drug 2: CC=C1C(=O)NC(C(=O)OC2CC(=O)NC(C(=O)NC(CSSCCC=C2)C(=O)N1)C(C)C)C(C)C. Cell line: CAKI-1. Synergy scores: CSS=47.9, Synergy_ZIP=1.56, Synergy_Bliss=-0.246, Synergy_Loewe=-0.988, Synergy_HSA=2.27. (2) Drug 1: CN(C)C1=NC(=NC(=N1)N(C)C)N(C)C. Drug 2: CC=C1C(=O)NC(C(=O)OC2CC(=O)NC(C(=O)NC(CSSCCC=C2)C(=O)N1)C(C)C)C(C)C. Cell line: SF-268. Synergy scores: CSS=64.4, Synergy_ZIP=6.28, Synergy_Bliss=7.64, Synergy_Loewe=-61.7, Synergy_HSA=3.96. (3) Drug 1: C1CCN(CC1)CCOC2=CC=C(C=C2)C(=O)C3=C(SC4=C3C=CC(=C4)O)C5=CC=C(C=C5)O. Drug 2: C1=NC2=C(N1)C(=S)N=C(N2)N. Cell line: DU-145. Synergy scores: CSS=34.8, Synergy_ZIP=1.72, Synergy_Bliss=1.10, Synergy_Loewe=-4.89, Synergy_HSA=0.698. (4) Drug 1: CC1=C2C(C(=O)C3(C(CC4C(C3C(C(C2(C)C)(CC1OC(=O)C(C(C5=CC=CC=C5)NC(=O)OC(C)(C)C)O)O)OC(=O)C6=CC=CC=C6)(CO4)OC(=O)C)OC)C)OC. Drug 2: CN1C2=C(C=C(C=C2)N(CCCl)CCCl)N=C1CCCC(=O)O.Cl. Cell line: SF-295. Synergy scores: CSS=55.1, Synergy_ZIP=12.8, Synergy_Bliss=12.9, Synergy_Loewe=-28.5, Synergy_HSA=13.9. (5) Drug 1: CC(C1=C(C=CC(=C1Cl)F)Cl)OC2=C(N=CC(=C2)C3=CN(N=C3)C4CCNCC4)N. Drug 2: B(C(CC(C)C)NC(=O)C(CC1=CC=CC=C1)NC(=O)C2=NC=CN=C2)(O)O. Cell line: HL-60(TB). Synergy scores: CSS=24.8, Synergy_ZIP=-9.33, Synergy_Bliss=-1.09, Synergy_Loewe=-3.79, Synergy_HSA=-3.76.